Dataset: Reaction yield outcomes from USPTO patents with 853,638 reactions. Task: Predict the reaction yield, written as a fraction of the theoretical maximum amount of product (1.0 means a 100% yield; for example, 0.34 means a 34% yield). (1) The reactants are [N:1]([CH2:4][CH2:5][O:6][CH2:7][CH2:8][O:9][CH2:10][CH2:11][O:12][CH2:13][CH2:14][N:15]=[N+]=[N-])=[N+:2]=[N-:3].Cl.C1(P(C2C=CC=CC=2)C2C=CC=CC=2)C=CC=CC=1. The catalyst is CCOCC. The product is [N:1]([CH2:4][CH2:5][O:6][CH2:7][CH2:8][O:9][CH2:10][CH2:11][O:12][CH2:13][CH2:14][NH2:15])=[N+:2]=[N-:3]. The yield is 0.880. (2) The reactants are [F:1][C@@H:2]1[CH2:7][CH2:6][NH:5][CH2:4][C@H:3]1[NH:8][P:9](=[O:16])([O:13][CH2:14][CH3:15])[O:10][CH2:11][CH3:12].[CH:17](=O)[C:18]1[CH:23]=[CH:22][CH:21]=[CH:20][CH:19]=1.C(O)(=O)C.[BH3-]C#N.[Na+]. The catalyst is CO. The product is [CH2:17]([N:5]1[CH2:6][CH2:7][C@@H:2]([F:1])[C@H:3]([NH:8][P:9](=[O:16])([O:13][CH2:14][CH3:15])[O:10][CH2:11][CH3:12])[CH2:4]1)[C:18]1[CH:23]=[CH:22][CH:21]=[CH:20][CH:19]=1. The yield is 0.990. (3) The reactants are [C:1]([N:5]1[C:9]2[N:10]=[C:11]([NH2:14])[N:12]=[CH:13][C:8]=2[CH:7]=[CH:6]1)([CH3:4])([CH3:3])[CH3:2].C(N(CC)CC)C.[CH3:22][C:23]1[CH:31]=[CH:30][C:26]([C:27](Cl)=[O:28])=[CH:25][CH:24]=1. The catalyst is C1COCC1.C([O-])(O)=O.[Na+].C(Cl)Cl. The product is [C:1]([N:5]1[C:9]2[N:10]=[C:11]([NH:14][C:27](=[O:28])[C:26]3[CH:30]=[CH:31][C:23]([CH3:22])=[CH:24][CH:25]=3)[N:12]=[CH:13][C:8]=2[CH:7]=[CH:6]1)([CH3:4])([CH3:2])[CH3:3]. The yield is 0.690. (4) The reactants are [N+:1]([C:4]1[CH:9]=[CH:8][N:7]=[CH:6][C:5]=1[C:10]1[CH:15]=[CH:14][C:13]([CH2:16][CH2:17][CH2:18]O)=[CH:12][CH:11]=1)([O-:3])=[O:2].C(N(S(F)(F)[F:26])CC)C. The catalyst is C(Cl)Cl. The product is [F:26][CH2:18][CH2:17][CH2:16][C:13]1[CH:14]=[CH:15][C:10]([C:5]2[CH:6]=[N:7][CH:8]=[CH:9][C:4]=2[N+:1]([O-:3])=[O:2])=[CH:11][CH:12]=1. The yield is 0.200. (5) The catalyst is C1COCC1. The reactants are [F:1][C:2]1[CH:7]=[C:6]([F:8])[CH:5]=[C:4](I)[C:3]=1[CH3:10].N#N.[CH3:13][CH2:14][OH:15].[Li][CH:17](CC)C.C1CCCCC1.B(F)(F)F.C(OCC)C. The yield is 0.320. The product is [F:1][C:2]1[C:3]([CH3:10])=[C:4]([CH2:13][C@H:14]([OH:15])[CH3:17])[CH:5]=[C:6]([F:8])[CH:7]=1. (6) No catalyst specified. The reactants are [CH:1]1([C:4]2[N:8]([CH3:9])[N:7]=[C:6]([CH:10](OCC)[O:11]CC)[N:5]=2)[CH2:3][CH2:2]1.Cl.[OH-].[Na+]. The yield is 0.619. The product is [CH:1]1([C:4]2[N:8]([CH3:9])[N:7]=[C:6]([CH:10]=[O:11])[N:5]=2)[CH2:3][CH2:2]1. (7) The reactants are C([N:8]1[CH2:16][C:15]2[C:10](=[CH:11][CH:12]=[C:13]([C:17]3([OH:23])[CH2:22][CH2:21][O:20][CH2:19][CH2:18]3)[CH:14]=2)[CH2:9]1)C1C=CC=CC=1. The catalyst is CO.[Pd]. The product is [CH2:9]1[C:10]2[C:15](=[CH:14][C:13]([C:17]3([OH:23])[CH2:22][CH2:21][O:20][CH2:19][CH2:18]3)=[CH:12][CH:11]=2)[CH2:16][NH:8]1. The yield is 1.00. (8) The reactants are [CH3:1][C:2]1[CH:3]=[N:4][CH:5]=[CH:6][C:7]=1B(O)O.FC(F)(F)S(O[C:17]1[CH:26]=[CH:25][CH:24]=[C:23]2[C:18]=1[CH2:19][C@H:20]([N:27]([CH2:35][C:36]1[CH:41]=[CH:40][CH:39]=[CH:38][CH:37]=1)[CH2:28][C:29]1[CH:34]=[CH:33][CH:32]=[CH:31][CH:30]=1)[CH2:21][O:22]2)(=O)=O. No catalyst specified. The product is [CH2:35]([N:27]([CH2:28][C:29]1[CH:34]=[CH:33][CH:32]=[CH:31][CH:30]=1)[C@H:20]1[CH2:19][C:18]2[C:23](=[CH:24][CH:25]=[CH:26][C:17]=2[C:7]2[CH:6]=[CH:5][N:4]=[CH:3][C:2]=2[CH3:1])[O:22][CH2:21]1)[C:36]1[CH:37]=[CH:38][CH:39]=[CH:40][CH:41]=1. The yield is 0.760. (9) The reactants are C([O:8][CH2:9][CH2:10][C:11]([CH3:40])([OH:39])[CH2:12][O:13][C:14]1[CH:19]=[CH:18][C:17]([N:20]2[CH2:25][CH2:24][CH:23]([CH2:26][CH2:27][C:28]3[CH:33]=[CH:32][C:31]([O:34][C:35]([F:38])([F:37])[F:36])=[CH:30][CH:29]=3)[CH2:22][CH2:21]2)=[CH:16][CH:15]=1)C1C=CC=CC=1.[H][H]. The yield is 0.800. The product is [CH3:40][C:11]([OH:39])([CH2:12][O:13][C:14]1[CH:15]=[CH:16][C:17]([N:20]2[CH2:21][CH2:22][CH:23]([CH2:26][CH2:27][C:28]3[CH:29]=[CH:30][C:31]([O:34][C:35]([F:38])([F:36])[F:37])=[CH:32][CH:33]=3)[CH2:24][CH2:25]2)=[CH:18][CH:19]=1)[CH2:10][CH2:9][OH:8]. The catalyst is [OH-].[OH-].[Pd+2].C(O)C. (10) The reactants are [Cl:1][C:2]1[CH:11]=[C:10]([OH:12])[CH:9]=[CH:8][C:3]=1[C:4]([O:6][CH3:7])=[O:5].OS(C(F)(F)F)(=O)=O.[Br:21]N1C(=O)CCC1=O. The catalyst is CC#N. The product is [Br:21][C:9]1[C:10]([OH:12])=[CH:11][C:2]([Cl:1])=[C:3]([CH:8]=1)[C:4]([O:6][CH3:7])=[O:5]. The yield is 0.370.